Task: Predict the reactants needed to synthesize the given product.. Dataset: Full USPTO retrosynthesis dataset with 1.9M reactions from patents (1976-2016) (1) Given the product [NH:24]1[C:32]2[C:27](=[CH:28][C:29]([C:2]3[CH:3]=[N:4][N:5]4[C:10]([C:11]5[CH:12]=[C:13]([NH:17][C:18](=[O:23])[CH2:19][CH:20]([CH3:22])[CH3:21])[CH:14]=[CH:15][CH:16]=5)=[CH:9][CH:8]=[N:7][C:6]=34)=[CH:30][CH:31]=2)[CH:26]=[CH:25]1, predict the reactants needed to synthesize it. The reactants are: Br[C:2]1[CH:3]=[N:4][N:5]2[C:10]([C:11]3[CH:12]=[C:13]([NH:17][C:18](=[O:23])[CH2:19][CH:20]([CH3:22])[CH3:21])[CH:14]=[CH:15][CH:16]=3)=[CH:9][CH:8]=[N:7][C:6]=12.[NH:24]1[C:32]2[C:27](=[CH:28][C:29](B(O)O)=[CH:30][CH:31]=2)[CH:26]=[CH:25]1. (2) Given the product [C:1]1([C:19]2[CH:20]=[CH:21][CH:22]=[CH:23][CH:24]=2)[CH:6]=[CH:5][CH:4]=[CH:3][C:2]=1[CH2:7][N:8]1[CH:13]=[CH:12][CH:11]=[C:10]([C:14]([OH:16])=[O:15])[C:9]1=[O:18], predict the reactants needed to synthesize it. The reactants are: [C:1]1([C:19]2[CH:24]=[CH:23][CH:22]=[CH:21][CH:20]=2)[CH:6]=[CH:5][CH:4]=[CH:3][C:2]=1[CH2:7][N:8]1[CH:13]=[CH:12][CH:11]=[C:10]([C:14]([O:16]C)=[O:15])[C:9]1=[O:18].[OH-].[Na+]. (3) The reactants are: [Cl:1][C:2]1[CH:3]=[CH:4][C:5]2[N:11]3[CH2:12][C@H:8]([CH2:9][CH2:10]3)[NH:7][C:6]=2[N:13]=1.[H-].[Na+].[N:16]1[CH:21]=[CH:20][CH:19]=[CH:18][C:17]=1[N:22]1C(=O)N2C=CC=CC2=N[C:23]1=[O:33]. Given the product [Cl:1][C:2]1[CH:3]=[CH:4][C:5]2[N:11]3[CH2:12][C@H:8]([CH2:9][CH2:10]3)[N:7]([C:23]([NH:22][C:17]3[CH:18]=[CH:19][CH:20]=[CH:21][N:16]=3)=[O:33])[C:6]=2[N:13]=1.[Cl:1][C:2]1[CH:3]=[CH:4][C:5]2[N:11]3[CH2:12][C@H:8]([CH2:9][CH2:10]3)[N:7]([C:23]([NH:22][C:17]3[CH:18]=[CH:19][CH:20]=[CH:21][N:16]=3)=[O:33])[C:6]=2[N:13]=1, predict the reactants needed to synthesize it. (4) Given the product [N:1]1[CH:6]=[CH:5][CH:4]=[CH:3][C:2]=1[C:7]1[C:11]([CH2:12][O:13][C:23]2[CH:24]=[CH:25][C:26]([C:29]#[N:30])=[CH:27][N:28]=2)=[C:10](/[CH:14]=[CH:15]/[C:16]2[CH:17]=[CH:18][CH:19]=[CH:20][CH:21]=2)[O:9][N:8]=1, predict the reactants needed to synthesize it. The reactants are: [N:1]1[CH:6]=[CH:5][CH:4]=[CH:3][C:2]=1[C:7]1[C:11]([CH2:12][OH:13])=[C:10](/[CH:14]=[CH:15]/[C:16]2[CH:21]=[CH:20][CH:19]=[CH:18][CH:17]=2)[O:9][N:8]=1.Cl[C:23]1[N:28]=[CH:27][C:26]([C:29]#[N:30])=[CH:25][CH:24]=1.[H-].[Na+]. (5) The reactants are: [C:1]([O:5][C:6]([N:8]1[CH2:12][C@@H:11]([NH:13][C:14]2[C:23]3[C:18](=[CH:19][CH:20]=[CH:21][CH:22]=3)[N:17]=[C:16]([C:24]3[CH:29]=[CH:28][CH:27]=[CH:26][C:25]=3[O:30][CH3:31])[N:15]=2)[CH2:10][C@@H:9]1[C:32]([OH:34])=O)=[O:7])([CH3:4])([CH3:3])[CH3:2].Cl.[CH3:36][NH:37][CH3:38].[B-](F)(F)(F)F.CN(C(ON1N=NC2C1=CC=CC=2)=[N+](C)C)C.C(N(CC)CC)C. Given the product [CH3:36][N:37]([CH3:38])[C:32]([C@H:9]1[CH2:10][C@H:11]([NH:13][C:14]2[C:23]3[C:18](=[CH:19][CH:20]=[CH:21][CH:22]=3)[N:17]=[C:16]([C:24]3[CH:29]=[CH:28][CH:27]=[CH:26][C:25]=3[O:30][CH3:31])[N:15]=2)[CH2:12][N:8]1[C:6]([O:5][C:1]([CH3:4])([CH3:3])[CH3:2])=[O:7])=[O:34], predict the reactants needed to synthesize it.